Predict the product of the given reaction. From a dataset of Forward reaction prediction with 1.9M reactions from USPTO patents (1976-2016). (1) Given the reactants [CH3:1][C:2]1[CH:3]=[CH:4][C:5]2[O:9][N:8]=[C:7]([OH:10])[C:6]=2[CH:11]=1.[O:12]1[CH2:17][CH2:16][CH2:15][CH2:14][CH2:13]1.C1(C)C=CC(S(O)(=O)=O)=CC=1.N1C=CC=CC=1, predict the reaction product. The product is: [CH3:1][C:2]1[CH:3]=[CH:4][C:5]2[O:9][N:8]=[C:7]([O:10][CH:13]3[CH2:14][CH2:15][CH2:16][CH2:17][O:12]3)[C:6]=2[CH:11]=1. (2) The product is: [CH2:1]([O:8][C:9]1[CH:14]=[CH:13][C:12]([C:20]2[N:25]=[C:24]([NH2:26])[N:23]=[C:22]([NH:27][CH3:28])[CH:21]=2)=[C:11]([CH3:18])[CH:10]=1)[C:2]1[CH:7]=[CH:6][CH:5]=[CH:4][CH:3]=1. Given the reactants [CH2:1]([O:8][C:9]1[CH:14]=[CH:13][C:12](B(O)O)=[C:11]([CH3:18])[CH:10]=1)[C:2]1[CH:7]=[CH:6][CH:5]=[CH:4][CH:3]=1.I[C:20]1[N:25]=[C:24]([NH2:26])[N:23]=[C:22]([NH:27][CH3:28])[CH:21]=1, predict the reaction product. (3) Given the reactants [CH3:1][O:2][C:3]1[CH:4]=[C:5]([N:11]2[CH2:20][C:19]3[C:14](=[N:15][C:16](S(C)=O)=[N:17][CH:18]=3)[N:13]([CH2:24][CH3:25])[C:12]2=[O:26])[CH:6]=[C:7]([O:9][CH3:10])[CH:8]=1.[CH3:27][N:28]1[CH2:33][CH2:32][N:31]([CH2:34][CH2:35][CH2:36][NH2:37])[CH2:30][CH2:29]1, predict the reaction product. The product is: [CH3:1][O:2][C:3]1[CH:4]=[C:5]([N:11]2[CH2:20][C:19]3[C:14](=[N:15][C:16]([NH:37][CH2:36][CH2:35][CH2:34][N:31]4[CH2:30][CH2:29][N:28]([CH3:27])[CH2:33][CH2:32]4)=[N:17][CH:18]=3)[N:13]([CH2:24][CH3:25])[C:12]2=[O:26])[CH:6]=[C:7]([O:9][CH3:10])[CH:8]=1. (4) The product is: [Cl:31][C:28]1[CH:29]=[CH:30][C:25]([O:24][C:21]2[N:22]=[CH:23][C:18]([N:10]3[C@@H:9]([C:5]4[CH:6]=[CH:7][CH:8]=[C:3]([C:2]([F:1])([F:15])[F:16])[CH:4]=4)[CH2:13][O:12][C:11]3=[O:14])=[N:19][CH:20]=2)=[CH:26][CH:27]=1. Given the reactants [F:1][C:2]([F:16])([F:15])[C:3]1[CH:4]=[C:5]([CH:9]2[CH2:13][O:12][C:11](=[O:14])[NH:10]2)[CH:6]=[CH:7][CH:8]=1.Br[C:18]1[CH:23]=[N:22][C:21]([O:24][C:25]2[CH:30]=[CH:29][C:28]([Cl:31])=[CH:27][CH:26]=2)=[CH:20][N:19]=1, predict the reaction product. (5) Given the reactants [Cl:1][C:2]1[N:7]=[C:6](Cl)[C:5]([C:9]([F:12])([F:11])[F:10])=[CH:4][N:3]=1.[NH2:13][C:14]1[CH:15]=[CH:16][CH:17]=[C:18]2[C:22]=1[C:21](=[O:23])[N:20]([CH2:24][CH2:25][F:26])[CH:19]2[CH3:27].C(N(C(C)C)CC)(C)C, predict the reaction product. The product is: [Cl:1][C:2]1[N:7]=[C:6]([NH:13][C:14]2[CH:15]=[CH:16][CH:17]=[C:18]3[C:22]=2[C:21](=[O:23])[N:20]([CH2:24][CH2:25][F:26])[CH:19]3[CH3:27])[C:5]([C:9]([F:12])([F:11])[F:10])=[CH:4][N:3]=1.